From a dataset of Forward reaction prediction with 1.9M reactions from USPTO patents (1976-2016). Predict the product of the given reaction. (1) Given the reactants [Br:1][C:2]1[C:11]2[C:6](=[CH:7][CH:8]=[CH:9][C:10]=2[C:12]([F:15])([F:14])[F:13])[N:5]=[C:4]([CH2:16]O)[CH:3]=1.[Br:18]N1C(=O)CCC1=O.N(C(C)(C)C#N)=NC(C)(C)C#N, predict the reaction product. The product is: [Br:1][C:2]1[C:11]2[C:6](=[CH:7][CH:8]=[CH:9][C:10]=2[C:12]([F:15])([F:14])[F:13])[N:5]=[C:4]([CH2:16][Br:18])[CH:3]=1. (2) Given the reactants [C:1]([O:5][C:6](=[O:48])[N:7]([C@H:9]([C:11](=[O:47])[NH:12][C@@H:13]1[C:19](=[O:20])[N:18]([CH2:21][C:22]2[C:31]3[C:26](=[CH:27][CH:28]=[CH:29][CH:30]=3)[CH:25]=[CH:24][C:23]=2[O:32][CH3:33])[C:17]2[CH:34]=[CH:35][CH:36]=[CH:37][C:16]=2[N:15]([C:38](=[O:46])[C:39]2[CH:44]=[CH:43][C:42]([NH2:45])=[CH:41][CH:40]=2)[CH2:14]1)[CH3:10])[CH3:8])([CH3:4])([CH3:3])[CH3:2].N1C=CC=CC=1.[C:55](OC(=O)C)(=[O:57])[CH3:56].C([O-])([O-])=O.[Na+].[Na+], predict the reaction product. The product is: [C:1]([O:5][C:6](=[O:48])[N:7]([C@H:9]([C:11](=[O:47])[NH:12][C@@H:13]1[C:19](=[O:20])[N:18]([CH2:21][C:22]2[C:31]3[C:26](=[CH:27][CH:28]=[CH:29][CH:30]=3)[CH:25]=[CH:24][C:23]=2[O:32][CH3:33])[C:17]2[CH:34]=[CH:35][CH:36]=[CH:37][C:16]=2[N:15]([C:38](=[O:46])[C:39]2[CH:40]=[CH:41][C:42]([NH:45][C:55](=[O:57])[CH3:56])=[CH:43][CH:44]=2)[CH2:14]1)[CH3:10])[CH3:8])([CH3:2])([CH3:3])[CH3:4]. (3) Given the reactants [CH3:1][O:2][C:3](=[O:9])[CH:4]1[CH2:8][CH2:7][CH2:6][NH:5]1.[C:10]1([CH3:20])[CH:15]=[CH:14][C:13]([S:16](Cl)(=[O:18])=[O:17])=[CH:12][CH:11]=1, predict the reaction product. The product is: [CH3:1][O:2][C:3]([CH:4]1[CH2:8][CH2:7][CH2:6][N:5]1[S:16]([C:13]1[CH:14]=[CH:15][C:10]([CH3:20])=[CH:11][CH:12]=1)(=[O:18])=[O:17])=[O:9]. (4) Given the reactants [NH2:1][C:2]1[C:7]2[N:8]([CH2:21][CH2:22][CH2:23][NH:24][C:25](=[O:31])[O:26][C:27]([CH3:30])([CH3:29])[CH3:28])[C:9]([CH:11]([C:13]3[CH:18]=[CH:17][C:16]([Cl:19])=[CH:15][C:14]=3[Cl:20])[OH:12])=[N:10][C:6]=2[CH:5]=[CH:4][CH:3]=1.[CH:32](=O)[CH3:33].[C:35](O[BH-](OC(=O)C)OC(=O)C)(=O)[CH3:36].[Na+], predict the reaction product. The product is: [Cl:20][C:14]1[CH:15]=[C:16]([Cl:19])[CH:17]=[CH:18][C:13]=1[CH:11]([OH:12])[C:9]1[N:8]([CH2:21][CH2:22][CH2:23][NH:24][C:25](=[O:31])[O:26][C:27]([CH3:28])([CH3:30])[CH3:29])[C:7]2[C:2]([N:1]([CH2:32][CH3:33])[CH2:35][CH3:36])=[CH:3][CH:4]=[CH:5][C:6]=2[N:10]=1. (5) Given the reactants [Cl:1][C:2]1[N:7]=[N:6][C:5]([NH2:8])=[C:4]([O:9][CH3:10])[CH:3]=1.Cl[CH2:12][CH:13]=O, predict the reaction product. The product is: [Cl:1][C:2]1[CH:3]=[C:4]([O:9][CH3:10])[C:5]2[N:6]([CH:12]=[CH:13][N:8]=2)[N:7]=1.